Task: Regression/Classification. Given a drug SMILES string, predict its absorption, distribution, metabolism, or excretion properties. Task type varies by dataset: regression for continuous measurements (e.g., permeability, clearance, half-life) or binary classification for categorical outcomes (e.g., BBB penetration, CYP inhibition). Dataset: b3db_classification.. Dataset: Blood-brain barrier permeability classification from the B3DB database The molecule is Cc1nccn1[C@@H](C)c1ccccc1. The result is 1 (penetrates BBB).